Dataset: Reaction yield outcomes from USPTO patents with 853,638 reactions. Task: Predict the reaction yield, written as a fraction of the theoretical maximum amount of product (1.0 means a 100% yield; for example, 0.34 means a 34% yield). The reactants are [Br:1][C:2]1[CH:10]=[CH:9][C:8]2[NH:7][C:6]3[CH2:11][CH2:12][NH:13][CH2:14][C:5]=3[C:4]=2[CH:3]=1.CN(C1C=CC=CN=1)C.[C:24](O[C:24]([O:26][C:27]([CH3:30])([CH3:29])[CH3:28])=[O:25])([O:26][C:27]([CH3:30])([CH3:29])[CH3:28])=[O:25].C(N(CC)CC)C. The catalyst is C(Cl)Cl.CO. The product is [Br:1][C:2]1[CH:10]=[CH:9][C:8]2[NH:7][C:6]3[CH2:11][CH2:12][N:13]([C:24]([O:26][C:27]([CH3:30])([CH3:29])[CH3:28])=[O:25])[CH2:14][C:5]=3[C:4]=2[CH:3]=1. The yield is 0.820.